Dataset: Reaction yield outcomes from USPTO patents with 853,638 reactions. Task: Predict the reaction yield, written as a fraction of the theoretical maximum amount of product (1.0 means a 100% yield; for example, 0.34 means a 34% yield). (1) The reactants are [CH3:1][O:2][C:3]1[CH:4]=[C:5]2[C:10](=[CH:11][CH:12]=1)[C:9](=[O:13])[CH2:8][CH:7]([CH3:14])[CH2:6]2.BrC1C=C2C(=CC=1)C(=O)CC(C)C2.COC1C=C(CC(=O)C)C=CC=1.C(C1C=C(C)C=C(C(C)(C)C)N=1)(C)(C)C.[F:55][C:56]([F:69])([F:68])[S:57](O[S:57]([C:56]([F:69])([F:68])[F:55])(=[O:59])=[O:58])(=[O:59])=[O:58]. No catalyst specified. The product is [F:55][C:56]([F:69])([F:68])[S:57]([O:13][C:9]1[C:10]2[C:5](=[CH:4][C:3]([O:2][CH3:1])=[CH:12][CH:11]=2)[CH2:6][CH:7]([CH3:14])[CH:8]=1)(=[O:59])=[O:58]. The yield is 0.570. (2) The reactants are [NH2:1][C:2]1[S:3][C:4]([C:12]2[CH:17]=[CH:16][C:15]([F:18])=[CH:14][CH:13]=2)=[CH:5][C:6]=1[C:7]([O:9]CC)=O.[C:19](#[N:21])[CH3:20].Cl. The yield is 0.810. The catalyst is O1CCOCC1. The product is [F:18][C:15]1[CH:14]=[CH:13][C:12]([C:4]2[S:3][C:2]3[N:1]=[C:19]([CH3:20])[NH:21][C:7](=[O:9])[C:6]=3[CH:5]=2)=[CH:17][CH:16]=1. (3) The reactants are C([O:3][CH2:4][CH2:5][O:6][NH:7][C:8]([C:10]1[CH:15]=[CH:14][C:13](=[O:16])[N:12]([CH3:17])[C:11]=1[NH:18][C:19]1[CH:24]=[CH:23][C:22]([CH3:25])=[CH:21][C:20]=1[F:26])=[O:9])=C.COC(C1C=CC(=O)N(C)C=1NC1C=CC(C)=CC=1F)=O.C(OCCON)=C.C[Si]([N-][Si](C)(C)C)(C)C.[Li+]. The catalyst is C1COCC1. The product is [OH:3][CH2:4][CH2:5][O:6][NH:7][C:8]([C:10]1[CH:15]=[CH:14][C:13](=[O:16])[N:12]([CH3:17])[C:11]=1[NH:18][C:19]1[CH:24]=[CH:23][C:22]([CH3:25])=[CH:21][C:20]=1[F:26])=[O:9]. The yield is 0.770. (4) The reactants are [NH2:1][C:2]1[CH:3]=[C:4]([C:8]([F:13])([CH3:12])[C:9]([O-:11])=[O:10])[CH:5]=[CH:6][CH:7]=1.OS(O)(=O)=O.[S-:19][C:20]#[N:21].[Na+].O.[C:24]1(C)C=CC=CC=1. The catalyst is CCCCCC. The product is [NH2:21][C:20]([NH:1][C:2]1[CH:3]=[C:4]([C:8]([F:13])([CH3:12])[C:9]([O:11][CH3:24])=[O:10])[CH:5]=[CH:6][CH:7]=1)=[S:19]. The yield is 0.800.